Dataset: Catalyst prediction with 721,799 reactions and 888 catalyst types from USPTO. Task: Predict which catalyst facilitates the given reaction. (1) Reactant: [F:1][C:2]1[C:13]([CH3:14])=[CH:12][CH:11]=[CH:10][C:3]=1[C:4](N(OC)C)=[O:5].[CH3:15][Mg]Br. Product: [F:1][C:2]1[C:13]([CH3:14])=[CH:12][CH:11]=[CH:10][C:3]=1[C:4](=[O:5])[CH3:15]. The catalyst class is: 1. (2) Reactant: [NH2:1][C:2]1[CH:7]=[CH:6][C:5]([F:8])=[CH:4][C:3]=1[CH2:9][OH:10]. Product: [NH2:1][C:2]1[CH:7]=[CH:6][C:5]([F:8])=[CH:4][C:3]=1[CH:9]=[O:10]. The catalyst class is: 485. (3) Reactant: [Cl:1][C:2]1[CH:3]=[C:4]([CH:12]=[CH:13][C:14]=1[Cl:15])[O:5][CH:6]1[CH2:11][CH2:10][NH:9][CH2:8][CH2:7]1.CS(O[CH2:21][C:22]1(CO)[O:27][CH2:26][CH2:25][N:24]([C:28]([O:30][C:31]([CH3:34])([CH3:33])[CH3:32])=[O:29])[CH2:23]1)(=O)=O. Product: [NH3:9].[Cl:1][C:2]1[CH:3]=[C:4]([CH:12]=[CH:13][C:14]=1[Cl:15])[O:5][CH:6]1[CH2:11][CH2:10][N:9]([CH2:21][CH:22]2[O:27][CH2:26][CH2:25][N:24]([C:28]([O:30][C:31]([CH3:32])([CH3:34])[CH3:33])=[O:29])[CH2:23]2)[CH2:8][CH2:7]1. The catalyst class is: 10. (4) Reactant: [NH2:1][C:2]1[CH:7]=[CH:6][C:5]([N:8]2[C:12]([CH3:13])=[C:11]([C:14]([NH:16][N:17]3[CH2:22][CH2:21][CH2:20][CH2:19][CH2:18]3)=[O:15])[N:10]=[C:9]2[C:23]2[CH:28]=[CH:27][CH:26]=[CH:25][C:24]=2[Cl:29])=[CH:4][CH:3]=1.[C:30](OC(=O)C)(=[O:32])[CH3:31]. Product: [C:30]([NH:1][C:2]1[CH:3]=[CH:4][C:5]([N:8]2[C:12]([CH3:13])=[C:11]([C:14]([NH:16][N:17]3[CH2:22][CH2:21][CH2:20][CH2:19][CH2:18]3)=[O:15])[N:10]=[C:9]2[C:23]2[CH:28]=[CH:27][CH:26]=[CH:25][C:24]=2[Cl:29])=[CH:6][CH:7]=1)(=[O:32])[CH3:31]. The catalyst class is: 4. (5) Product: [Cl:1][C:2]1[CH:7]=[C:6]([C:14]2[CH:15]=[CH:16][CH:17]=[CH:18][C:13]=2[F:12])[N:5]=[C:4]([NH2:9])[N:3]=1. The catalyst class is: 438. Reactant: [Cl:1][C:2]1[CH:7]=[C:6](Cl)[N:5]=[C:4]([NH2:9])[N:3]=1.N#N.[F:12][C:13]1[CH:18]=[CH:17][CH:16]=[CH:15][C:14]=1B(O)O.C(=O)([O-])[O-].[Na+].[Na+]. (6) Product: [F:34][C:35]1[CH:36]=[C:37]([CH:40]=[CH:41][C:42]=1[F:43])[CH2:38][N:27]1[CH2:28][CH2:29][CH:24]([N:11]2[CH:10]=[N:9][C:8]3[C:12]2=[N:13][C:14]([C:16]2[CH:17]=[C:18]([CH2:22][OH:23])[CH:19]=[CH:20][CH:21]=2)=[N:15][C:7]=3[N:1]2[CH2:6][CH2:5][O:4][CH2:3][CH2:2]2)[CH2:25][CH2:26]1. The catalyst class is: 466. Reactant: [N:1]1([C:7]2[N:15]=[C:14]([C:16]3[CH:17]=[C:18]([CH2:22][OH:23])[CH:19]=[CH:20][CH:21]=3)[N:13]=[C:12]3[C:8]=2[N:9]=[CH:10][N:11]3[CH:24]2[CH2:29][CH2:28][NH:27][CH2:26][CH2:25]2)[CH2:6][CH2:5][O:4][CH2:3][CH2:2]1.[BH3-]C#N.[Na+].[F:34][C:35]1[CH:36]=[C:37]([CH:40]=[CH:41][C:42]=1[F:43])[CH:38]=O.